This data is from Forward reaction prediction with 1.9M reactions from USPTO patents (1976-2016). The task is: Predict the product of the given reaction. Given the reactants [NH2:1][C:2]1[C:7]([CH2:8][CH2:9][CH3:10])=[C:6]([CH2:11][N:12]2[CH:16]=[CH:15][N:14]=[C:13]2[C:17]2[CH:22]=[CH:21][CH:20]=[C:19]([F:23])[N:18]=2)[N:5]=[C:4]([CH3:24])[N:3]=1.Cl[CH2:26][CH:27]=O, predict the reaction product. The product is: [F:23][C:19]1[N:18]=[C:17]([C:13]2[N:12]([CH2:11][C:6]3[N:5]=[C:4]([CH3:24])[N:3]4[CH:26]=[CH:27][N:1]=[C:2]4[C:7]=3[CH2:8][CH2:9][CH3:10])[CH:16]=[CH:15][N:14]=2)[CH:22]=[CH:21][CH:20]=1.